This data is from Full USPTO retrosynthesis dataset with 1.9M reactions from patents (1976-2016). The task is: Predict the reactants needed to synthesize the given product. (1) Given the product [CH2:12]([O:16][C:17](=[O:21])[CH:18]([CH3:20])[NH:19][C:8](=[O:9])[CH2:7][C:1]1[CH:6]=[CH:5][CH:4]=[CH:3][CH:2]=1)[CH:13]([CH3:15])[CH3:14], predict the reactants needed to synthesize it. The reactants are: [C:1]1([CH2:7][C:8](Cl)=[O:9])[CH:6]=[CH:5][CH:4]=[CH:3][CH:2]=1.Cl.[CH2:12]([O:16][C:17](=[O:21])[CH:18]([CH3:20])[NH2:19])[CH:13]([CH3:15])[CH3:14]. (2) The reactants are: [CH:1]([C:3]1[C:11]2[C:6](=[CH:7][CH:8]=[CH:9][C:10]=2[CH3:12])[NH:5][CH:4]=1)=[O:2].[CH2:13]([O:20][C@@H:21]1[C@@H:26]([O:27][CH2:28][C:29]2[CH:34]=[CH:33][CH:32]=[CH:31][CH:30]=2)[C@@H:25]([O:35][CH2:36][C:37]2[CH:42]=[CH:41][CH:40]=[CH:39][CH:38]=2)[C@@H:24]([CH2:43][O:44][CH2:45][C:46]2[CH:51]=[CH:50][CH:49]=[CH:48][CH:47]=2)[O:23][C@@H:22]1Cl)[C:14]1[CH:19]=[CH:18][CH:17]=[CH:16][CH:15]=1. Given the product [CH2:13]([O:20][C@@H:21]1[C@@H:26]([O:27][CH2:28][C:29]2[CH:34]=[CH:33][CH:32]=[CH:31][CH:30]=2)[C@@H:25]([O:35][CH2:36][C:37]2[CH:38]=[CH:39][CH:40]=[CH:41][CH:42]=2)[C@@H:24]([CH2:43][O:44][CH2:45][C:46]2[CH:47]=[CH:48][CH:49]=[CH:50][CH:51]=2)[O:23][C@H:22]1[N:5]1[C:6]2[C:11](=[C:10]([CH3:12])[CH:9]=[CH:8][CH:7]=2)[C:3]([CH:1]=[O:2])=[CH:4]1)[C:14]1[CH:15]=[CH:16][CH:17]=[CH:18][CH:19]=1, predict the reactants needed to synthesize it. (3) Given the product [CH3:23][O:22][C:20](=[O:21])[CH2:19][CH2:18][CH2:17][CH2:16][N:11]1[CH2:12][CH2:13][CH2:14][CH:9]([CH2:2][C:3]2[CH:8]=[CH:7][CH:6]=[CH:5][CH:4]=2)[CH2:10]1, predict the reactants needed to synthesize it. The reactants are: Cl.[CH2:2]([CH:9]1[CH2:14][CH2:13][CH2:12][NH:11][CH2:10]1)[C:3]1[CH:8]=[CH:7][CH:6]=[CH:5][CH:4]=1.Br[CH2:16][CH2:17][CH2:18][CH2:19][C:20]([O:22][CH3:23])=[O:21].C(=O)([O-])[O-].[K+].[K+].